From a dataset of NCI-60 drug combinations with 297,098 pairs across 59 cell lines. Regression. Given two drug SMILES strings and cell line genomic features, predict the synergy score measuring deviation from expected non-interaction effect. (1) Drug 1: CC1=C(C(=CC=C1)Cl)NC(=O)C2=CN=C(S2)NC3=CC(=NC(=N3)C)N4CCN(CC4)CCO. Drug 2: CC1CCC2CC(C(=CC=CC=CC(CC(C(=O)C(C(C(=CC(C(=O)CC(OC(=O)C3CCCCN3C(=O)C(=O)C1(O2)O)C(C)CC4CCC(C(C4)OC)OCCO)C)C)O)OC)C)C)C)OC. Cell line: KM12. Synergy scores: CSS=-0.0330, Synergy_ZIP=0.0749, Synergy_Bliss=1.04, Synergy_Loewe=-1.95, Synergy_HSA=-1.80. (2) Drug 1: C1=CC(=CC=C1CC(C(=O)O)N)N(CCCl)CCCl.Cl. Drug 2: C1=NC2=C(N1)C(=S)N=CN2. Cell line: SN12C. Synergy scores: CSS=2.21, Synergy_ZIP=-10.3, Synergy_Bliss=-13.0, Synergy_Loewe=-15.1, Synergy_HSA=-11.6. (3) Drug 1: CC1C(C(CC(O1)OC2CC(OC(C2O)C)OC3=CC4=CC5=C(C(=O)C(C(C5)C(C(=O)C(C(C)O)O)OC)OC6CC(C(C(O6)C)O)OC7CC(C(C(O7)C)O)OC8CC(C(C(O8)C)O)(C)O)C(=C4C(=C3C)O)O)O)O. Drug 2: CN(CCCl)CCCl.Cl. Cell line: SNB-19. Synergy scores: CSS=20.6, Synergy_ZIP=4.11, Synergy_Bliss=7.52, Synergy_Loewe=-21.6, Synergy_HSA=-4.23. (4) Synergy scores: CSS=-13.2, Synergy_ZIP=7.03, Synergy_Bliss=2.05, Synergy_Loewe=-8.31, Synergy_HSA=-9.81. Drug 2: C1CNP(=O)(OC1)N(CCCl)CCCl. Cell line: SW-620. Drug 1: CNC(=O)C1=NC=CC(=C1)OC2=CC=C(C=C2)NC(=O)NC3=CC(=C(C=C3)Cl)C(F)(F)F. (5) Drug 1: CS(=O)(=O)CCNCC1=CC=C(O1)C2=CC3=C(C=C2)N=CN=C3NC4=CC(=C(C=C4)OCC5=CC(=CC=C5)F)Cl. Drug 2: COCCOC1=C(C=C2C(=C1)C(=NC=N2)NC3=CC=CC(=C3)C#C)OCCOC.Cl. Cell line: NCI-H522. Synergy scores: CSS=9.64, Synergy_ZIP=-1.41, Synergy_Bliss=1.70, Synergy_Loewe=-1.05, Synergy_HSA=1.05.